This data is from Catalyst prediction with 721,799 reactions and 888 catalyst types from USPTO. The task is: Predict which catalyst facilitates the given reaction. Reactant: C([O:3][C:4](=O)[CH2:5][C:6]([C@@H:8]1[CH2:13][CH2:12][N:11]([C:14]([O:16][CH3:17])=[O:15])[C@@H:10]([C:18]2[CH:23]=[CH:22][C:21]([S:24]([CH3:27])(=[O:26])=[O:25])=[CH:20][CH:19]=2)[CH2:9]1)=[O:7])C.[OH-].[Na+].[NH2:31]O.Cl. Product: [CH3:27][S:24]([C:21]1[CH:22]=[CH:23][C:18]([C@H:10]2[CH2:9][C@H:8]([C:6]3[O:7][NH:31][C:4](=[O:3])[CH:5]=3)[CH2:13][CH2:12][N:11]2[C:14]([O:16][CH3:17])=[O:15])=[CH:19][CH:20]=1)(=[O:26])=[O:25]. The catalyst class is: 24.